From a dataset of Forward reaction prediction with 1.9M reactions from USPTO patents (1976-2016). Predict the product of the given reaction. (1) Given the reactants C([Li])CCC.CCCCCC.Br[C:13]1[C:21]([O:22][CH:23]2[CH2:28][CH2:27][CH2:26][CH2:25][O:24]2)=[CH:20][CH:19]=[C:18]2[C:14]=1[CH:15]=[N:16][N:17]2[CH:29]1[CH2:34][CH2:33][CH2:32][CH2:31][O:30]1.C[O:36]B(OC)OC.C(O)(=O)C.OO.S([O-])(O)=O.[Na+].C(=O)([O-])O.[Na+], predict the reaction product. The product is: [O:30]1[CH2:31][CH2:32][CH2:33][CH2:34][CH:29]1[N:17]1[C:18]2[CH:19]=[CH:20][C:21]([O:22][CH:23]3[CH2:28][CH2:27][CH2:26][CH2:25][O:24]3)=[C:13]([OH:36])[C:14]=2[CH:15]=[N:16]1. (2) Given the reactants [C:1]([Si:5]([CH3:24])([CH3:23])[N:6]1[C:14]2[C:9](=[CH:10][C:11]([O:15][C:16](=[O:22])[N:17]([CH2:20][CH3:21])[CH2:18][CH3:19])=[CH:12][CH:13]=2)[CH:8]=[CH:7]1)([CH3:4])([CH3:3])[CH3:2].CN(CCN(C)C)C.C([Li])(CC)C.[Cl:38]C(Cl)(Cl)C(Cl)(Cl)Cl.[Cl-].[NH4+], predict the reaction product. The product is: [C:1]([Si:5]([CH3:24])([CH3:23])[N:6]1[C:14]2[C:9](=[C:10]([Cl:38])[C:11]([O:15][C:16](=[O:22])[N:17]([CH2:20][CH3:21])[CH2:18][CH3:19])=[CH:12][CH:13]=2)[CH:8]=[CH:7]1)([CH3:2])([CH3:3])[CH3:4]. (3) Given the reactants [NH2:1][CH:2]([CH2:13][C:14]1[CH:19]=[CH:18][C:17]([C:20]([F:23])([F:22])[F:21])=[CH:16][CH:15]=1)[CH:3]([C:5]1[CH:10]=[CH:9][C:8]([O:11][CH3:12])=[CH:7][CH:6]=1)[OH:4].[C:24]1([CH2:30][CH2:31][C:32](Cl)=[O:33])[CH:29]=[CH:28][CH:27]=[CH:26][CH:25]=1.C(=O)([O-])O.[Na+], predict the reaction product. The product is: [OH:4][CH:3]([C:5]1[CH:6]=[CH:7][C:8]([O:11][CH3:12])=[CH:9][CH:10]=1)[CH:2]([NH:1][C:32](=[O:33])[CH2:31][CH2:30][C:24]1[CH:29]=[CH:28][CH:27]=[CH:26][CH:25]=1)[CH2:13][C:14]1[CH:19]=[CH:18][C:17]([C:20]([F:21])([F:22])[F:23])=[CH:16][CH:15]=1.